From a dataset of Full USPTO retrosynthesis dataset with 1.9M reactions from patents (1976-2016). Predict the reactants needed to synthesize the given product. Given the product [CH3:45][S:46]([N:8]1[CH2:9][CH2:10][CH:11]([NH:14][C:15]([CH:17]2[CH:21]([C:22]3[CH:27]=[CH:26][CH:25]=[C:24]([Cl:28])[C:23]=3[F:29])[C:20]([C:32]3[CH:37]=[CH:36][C:35]([Cl:38])=[CH:34][C:33]=3[F:39])([C:30]#[N:31])[CH:19]([CH2:40][C:41]([CH3:44])([CH3:43])[CH3:42])[NH:18]2)=[O:16])[CH2:12][CH2:13]1)(=[O:48])=[O:47], predict the reactants needed to synthesize it. The reactants are: FC(F)(F)C(O)=O.[NH:8]1[CH2:13][CH2:12][CH:11]([NH:14][C:15]([C@H:17]2[C@H:21]([C:22]3[CH:27]=[CH:26][CH:25]=[C:24]([Cl:28])[C:23]=3[F:29])[C@:20]([C:32]3[CH:37]=[CH:36][C:35]([Cl:38])=[CH:34][C:33]=3[F:39])([C:30]#[N:31])[C@H:19]([CH2:40][C:41]([CH3:44])([CH3:43])[CH3:42])[NH:18]2)=[O:16])[CH2:10][CH2:9]1.[CH3:45][S:46](Cl)(=[O:48])=[O:47].C(N(CC)CC)C.